This data is from Reaction yield outcomes from USPTO patents with 853,638 reactions. The task is: Predict the reaction yield, written as a fraction of the theoretical maximum amount of product (1.0 means a 100% yield; for example, 0.34 means a 34% yield). (1) The reactants are Cl.[Cl:2][C:3]1[CH:12]=[C:11]2[C:6]([C:7]([NH:13][C:14]3[CH:15]=[CH:16][C:17]([N:22]4[CH2:27][CH2:26][O:25][CH2:24][CH2:23]4)=[C:18](CO)[CH:19]=3)=[CH:8][CH:9]=[N:10]2)=[CH:5][CH:4]=1.S(Cl)(Cl)=O.[CH3:32][N:33]([CH3:38])[CH2:34][CH2:35]NC.CN1[C:44](=[O:45])CCC1. The catalyst is C(Cl)Cl. The product is [Cl:2][C:3]1[CH:12]=[C:11]2[C:6]([C:7]([NH:13][C:14]3[CH:15]=[CH:16][C:17]([N:22]4[CH2:23][CH2:24][O:25][CH2:26][CH2:27]4)=[C:18]([CH2:32][N:33]4[CH2:38][CH2:44][O:45][CH2:35][CH2:34]4)[CH:19]=3)=[CH:8][CH:9]=[N:10]2)=[CH:5][CH:4]=1. The yield is 0.770. (2) The reactants are [C:1]1([C:7]2[N:8]=[C:9]([N:17](C)[C:18](=O)C(F)(F)F)[C:10]([C:13]([O:15][CH3:16])=[O:14])=[N:11][CH:12]=2)[CH:6]=[CH:5][CH:4]=[CH:3][CH:2]=1.C[O-].[Na+]. The catalyst is CO.C(Cl)Cl.[Cl-].[Na+].O. The product is [CH3:18][NH:17][C:9]1[C:10]([C:13]([O:15][CH3:16])=[O:14])=[N:11][CH:12]=[C:7]([C:1]2[CH:6]=[CH:5][CH:4]=[CH:3][CH:2]=2)[N:8]=1. The yield is 0.990.